From a dataset of Reaction yield outcomes from USPTO patents with 853,638 reactions. Predict the reaction yield, written as a fraction of the theoretical maximum amount of product (1.0 means a 100% yield; for example, 0.34 means a 34% yield). (1) The catalyst is Cl.[Fe]. The reactants are [Cl:1][C:2]1[CH:3]=[CH:4][C:5]([N+:17]([O-])=O)=[C:6]([N:8]2[C:16]3[C:11](=[N:12][CH:13]=[CH:14][CH:15]=3)[N:10]=[N:9]2)[CH:7]=1.NC1C=CC=CC=1. The product is [Cl:1][C:2]1[CH:3]=[CH:4][C:5]([NH2:17])=[C:6]([N:8]2[C:16]3[C:11](=[N:12][CH:13]=[CH:14][CH:15]=3)[N:10]=[N:9]2)[CH:7]=1. The yield is 0.840. (2) The reactants are [NH2:1][C:2]1[CH:3]=[N:4][C:5]([O:8][CH3:9])=[CH:6][CH:7]=1.N1C=CC=CC=1.[C:16]1([O:22][C:23](Cl)=[O:24])[CH:21]=[CH:20][CH:19]=[CH:18][CH:17]=1. The catalyst is C1COCC1. The product is [CH3:9][O:8][C:5]1[N:4]=[CH:3][C:2]([NH:1][C:23](=[O:24])[O:22][C:16]2[CH:21]=[CH:20][CH:19]=[CH:18][CH:17]=2)=[CH:7][CH:6]=1. The yield is 0.960. (3) The reactants are [O:1]1[CH2:5][CH2:4][CH:3]([S:6]([C:9]2[CH:18]=[CH:17][C:12]([C:13]([O:15]C)=[O:14])=[CH:11][CH:10]=2)(=[O:8])=[O:7])[CH2:2]1.[OH-].[Na+]. The catalyst is O1CCOCC1. The product is [O:1]1[CH2:5][CH2:4][CH:3]([S:6]([C:9]2[CH:10]=[CH:11][C:12]([C:13]([OH:15])=[O:14])=[CH:17][CH:18]=2)(=[O:8])=[O:7])[CH2:2]1. The yield is 0.850. (4) The reactants are C1(=O)[N:5]([CH2:6][CH2:7][CH2:8][CH2:9][C:10]([CH3:19])([C:13]2[CH:18]=[CH:17][CH:16]=[CH:15][CH:14]=2)[CH2:11][OH:12])C(=O)C2=CC=CC=C12.O.NN. The catalyst is C(O)C. The product is [NH2:5][CH2:6][CH2:7][CH2:8][CH2:9][C:10]([CH3:19])([C:13]1[CH:14]=[CH:15][CH:16]=[CH:17][CH:18]=1)[CH2:11][OH:12]. The yield is 0.789. (5) The reactants are [CH3:1][C:2]1[C:11]([CH2:12][CH2:13][C:14]2[CH:15]=[C:16]3[C:20](=[CH:21][CH:22]=2)[N:19]([Si](C(C)C)(C(C)C)C(C)C)[CH:18]=[CH:17]3)=[CH:10][C:9]2[C:4](=[N:5][CH:6]=[CH:7][CH:8]=2)[N:3]=1.[CH3:33][O:34][C:35](=[O:38])[C:36]#[CH:37].[F-].C([N+](CCCC)(CCCC)CCCC)CCC. No catalyst specified. The product is [CH3:33][O:34][C:35](=[O:38])[CH:36]=[CH:37][N:19]1[C:20]2[C:16](=[CH:15][C:14]([CH2:13][CH2:12][C:11]3[C:2]([CH3:1])=[N:3][C:4]4[C:9]([CH:10]=3)=[CH:8][CH:7]=[CH:6][N:5]=4)=[CH:22][CH:21]=2)[CH:17]=[CH:18]1. The yield is 0.660.